This data is from Forward reaction prediction with 1.9M reactions from USPTO patents (1976-2016). The task is: Predict the product of the given reaction. Given the reactants Br[C:2]1[C:11]2[C:6](=[CH:7][CH:8]=[C:9]([C:12]#[N:13])[CH:10]=2)[CH:5]=[CH:4][C:3]=1[N:14]([CH2:22][CH:23]=[CH:24][Cl:25])[C:15](=[O:21])[O:16][C:17]([CH3:20])([CH3:19])[CH3:18].CCCC[SnH](CCCC)CCCC.CC(N=NC(C#N)(C)C)(C#N)C, predict the reaction product. The product is: [Cl:25][CH2:24][CH:23]1[C:2]2[C:11]3[CH:10]=[C:9]([C:12]#[N:13])[CH:8]=[CH:7][C:6]=3[CH:5]=[CH:4][C:3]=2[N:14]([C:15]([O:16][C:17]([CH3:20])([CH3:19])[CH3:18])=[O:21])[CH2:22]1.